This data is from Reaction yield outcomes from USPTO patents with 853,638 reactions. The task is: Predict the reaction yield, written as a fraction of the theoretical maximum amount of product (1.0 means a 100% yield; for example, 0.34 means a 34% yield). (1) The reactants are [CH2:1]([N:3]([C:14]1[CH:19]=[CH:18][CH:17]=[CH:16][CH:15]=1)[CH2:4][CH2:5][O:6][C:7]1[CH:12]=[CH:11][C:10]([OH:13])=[CH:9][CH:8]=1)[CH3:2].[C:20]([O-])([O-])=O.[K+].[K+].CI. The catalyst is CC(C)=O. The product is [CH2:1]([N:3]([CH2:4][CH2:5][O:6][C:7]1[CH:12]=[CH:11][C:10]([O:13][CH3:20])=[CH:9][CH:8]=1)[C:14]1[CH:19]=[CH:18][CH:17]=[CH:16][CH:15]=1)[CH3:2]. The yield is 0.600. (2) The reactants are [OH:1][CH2:2][CH2:3][CH2:4][O:5][N:6]1[C:14](=[O:15])[C:13]2[C:8](=[CH:9][CH:10]=[CH:11][CH:12]=2)[C:7]1=[O:16].N1C=CN=C1.[Si:22](Cl)([C:25]([CH3:28])([CH3:27])[CH3:26])([CH3:24])[CH3:23].Cl. The catalyst is ClCCl. The product is [C:25]([Si:22]([CH3:24])([CH3:23])[O:1][CH2:2][CH2:3][CH2:4][O:5][N:6]1[C:14](=[O:15])[C:13]2[C:8](=[CH:9][CH:10]=[CH:11][CH:12]=2)[C:7]1=[O:16])([CH3:28])([CH3:27])[CH3:26]. The yield is 0.990. (3) The reactants are [C:1]([O:5][C:6]([N:8]1[CH2:14][CH2:13][CH2:12][NH:11][CH2:10][CH2:9]1)=[O:7])([CH3:4])([CH3:3])[CH3:2].[C:15]1(=O)[CH2:18][CH2:17][CH2:16]1.C(O)(=O)C.C(O[BH-](OC(=O)C)OC(=O)C)(=O)C.[Na+].C([O-])(O)=O.[Na+]. The catalyst is ClCCCl. The product is [CH:15]1([N:11]2[CH2:12][CH2:13][CH2:14][N:8]([C:6]([O:5][C:1]([CH3:4])([CH3:2])[CH3:3])=[O:7])[CH2:9][CH2:10]2)[CH2:18][CH2:17][CH2:16]1. The yield is 0.960. (4) The reactants are [O:1]1[C:5]2[CH:6]=[CH:7][C:8]([S:10]([N:13]([CH2:41][CH:42]([CH3:44])[CH3:43])[CH2:14][C@@H:15]([OH:40])[C@@H:16]([NH:28][C:29](=[O:39])[O:30][C@@H:31]3[C@H:38]4[C@H:34]([O:35][CH2:36][CH2:37]4)[O:33][CH2:32]3)[CH2:17][C:18]3[CH:23]=[CH:22][C:21]([O:24][CH2:25][CH2:26][NH2:27])=[CH:20][CH:19]=3)(=[O:12])=[O:11])=[CH:9][C:4]=2[O:3][CH2:2]1.C(N(CC)C(C)C)(C)C.[C:54](Cl)(=[O:56])[CH3:55]. The catalyst is C1COCC1.C(Cl)Cl. The product is [O:1]1[C:5]2[CH:6]=[CH:7][C:8]([S:10]([N:13]([CH2:41][CH:42]([CH3:44])[CH3:43])[CH2:14][C@@H:15]([OH:40])[C@@H:16]([NH:28][C:29](=[O:39])[O:30][C@@H:31]3[C@H:38]4[C@H:34]([O:35][CH2:36][CH2:37]4)[O:33][CH2:32]3)[CH2:17][C:18]3[CH:23]=[CH:22][C:21]([O:24][CH2:25][CH2:26][NH:27][C:54](=[O:56])[CH3:55])=[CH:20][CH:19]=3)(=[O:12])=[O:11])=[CH:9][C:4]=2[O:3][CH2:2]1. The yield is 0.860. (5) The reactants are P(Br)(Br)([Br:3])=O.[CH:6]1([CH2:9][N:10]2[CH:15]=[CH:14][C:13](O)=[CH:12][C:11]2=[O:17])[CH2:8][CH2:7]1. The catalyst is CN(C=O)C. The product is [Br:3][C:13]1[CH:14]=[CH:15][N:10]([CH2:9][CH:6]2[CH2:8][CH2:7]2)[C:11](=[O:17])[CH:12]=1. The yield is 0.930.